Dataset: Forward reaction prediction with 1.9M reactions from USPTO patents (1976-2016). Task: Predict the product of the given reaction. Given the reactants [CH2:1]([C:3]1[CH:10]=[CH:9][C:6]([CH:7]=[O:8])=[CH:5][C:4]=1[N+:11]([O-:13])=[O:12])[CH3:2].[Mn]([O-])(=O)(=O)=[O:15].[K+].[OH-].[Na+], predict the reaction product. The product is: [CH2:1]([C:3]1[CH:10]=[CH:9][C:6]([C:7]([OH:15])=[O:8])=[CH:5][C:4]=1[N+:11]([O-:13])=[O:12])[CH3:2].